Dataset: Catalyst prediction with 721,799 reactions and 888 catalyst types from USPTO. Task: Predict which catalyst facilitates the given reaction. (1) Reactant: [C:1]([Si:5]([CH3:23])([CH3:22])[O:6][CH:7]([C:13]1[CH:14]=[CH:15][C:16]2[N:17]([N:19]=[CH:20][N:21]=2)[CH:18]=1)[CH:8]([N+:10]([O-])=O)[CH3:9])([CH3:4])([CH3:3])[CH3:2].CO.C([O-])=O.[NH4+]. Product: [N:21]1[CH:20]=[N:19][N:17]2[CH:18]=[C:13]([CH:7]([O:6][Si:5]([C:1]([CH3:2])([CH3:4])[CH3:3])([CH3:23])[CH3:22])[CH:8]([NH2:10])[CH3:9])[CH:14]=[CH:15][C:16]=12. The catalyst class is: 45. (2) Reactant: C(O[BH-](OC(=O)C)OC(=O)C)(=O)C.[Na+].[NH2:15][C:16]1[CH:25]=[C:24]2[C:19]([CH2:20][CH2:21][NH:22][C:23]2=[O:26])=[CH:18][CH:17]=1.Cl[C:28]1[CH:35]=[CH:34][C:31]([CH:32]=O)=[CH:30][CH:29]=1.C(O)(=O)C. Product: [CH2:32]([NH:15][C:16]1[CH:25]=[C:24]2[C:19]([CH2:20][CH2:21][NH:22][C:23]2=[O:26])=[CH:18][CH:17]=1)[C:31]1[CH:34]=[CH:35][CH:28]=[CH:29][CH:30]=1. The catalyst class is: 4. (3) Reactant: [CH3:1][C:2]1[S:6][C:5]([C:7]2[CH:8]=[N:9][NH:10][C:11]=2[NH2:12])=[N:4][CH:3]=1.[Cl:13][C:14]1[CH:19]=[CH:18][C:17]([C:20](=O)[CH2:21][C:22](OCC)=[O:23])=[CH:16][CH:15]=1.CC1C=CC(S(O)(=O)=O)=CC=1. Product: [Cl:13][C:14]1[CH:15]=[CH:16][C:17]([C:20]2[NH:12][C:11]3[N:10]([N:9]=[CH:8][C:7]=3[C:5]3[S:6][C:2]([CH3:1])=[CH:3][N:4]=3)[C:22](=[O:23])[CH:21]=2)=[CH:18][CH:19]=1. The catalyst class is: 114. (4) Reactant: [CH3:1][N:2]1[CH2:7][CH2:6][CH:5]([C:8]2[C:16]3[C:11](=[CH:12][CH:13]=[N:14][CH:15]=3)[NH:10][CH:9]=2)[CH2:4][CH2:3]1.[Cl:17][C:18]1[CH:26]=[CH:25][CH:24]=[C:23]([Cl:27])[C:19]=1[C:20](Cl)=[O:21].C[Si]([N-][Si](C)(C)C)(C)C.[Na+]. Product: [Cl:17][C:18]1[CH:26]=[CH:25][CH:24]=[C:23]([Cl:27])[C:19]=1[C:20]([N:10]1[C:11]2[C:16](=[CH:15][N:14]=[CH:13][CH:12]=2)[C:8]([CH:5]2[CH2:4][CH2:3][N:2]([CH3:1])[CH2:7][CH2:6]2)=[CH:9]1)=[O:21]. The catalyst class is: 1.